Dataset: Peptide-MHC class I binding affinity with 185,985 pairs from IEDB/IMGT. Task: Regression. Given a peptide amino acid sequence and an MHC pseudo amino acid sequence, predict their binding affinity value. This is MHC class I binding data. (1) The peptide sequence is MEFWLVAAL. The MHC is BoLA-HD6 with pseudo-sequence BoLA-HD6. The binding affinity (normalized) is 0.452. (2) The peptide sequence is YLKDQQLL. The MHC is HLA-A24:02 with pseudo-sequence HLA-A24:02. The binding affinity (normalized) is 0.338. (3) The peptide sequence is EVKMVAWWAGI. The binding affinity (normalized) is 0.640. The MHC is Mamu-A02 with pseudo-sequence Mamu-A02.